This data is from Full USPTO retrosynthesis dataset with 1.9M reactions from patents (1976-2016). The task is: Predict the reactants needed to synthesize the given product. Given the product [C:1]([NH:5][S:6]([C:9]1[CH:14]=[CH:13][CH:12]=[C:11]([C:15]2[N:23]3[C:18]([CH:19]=[N:20][C:21]([NH:27][C:28]4[CH:37]=[CH:36][C:31]5[NH:32][C:33](=[O:35])[NH:34][C:30]=5[CH:29]=4)=[N:22]3)=[CH:17][CH:16]=2)[CH:10]=1)(=[O:8])=[O:7])([CH3:4])([CH3:3])[CH3:2], predict the reactants needed to synthesize it. The reactants are: [C:1]([NH:5][S:6]([C:9]1[CH:14]=[CH:13][CH:12]=[C:11]([C:15]2[N:23]3[C:18]([CH:19]=[N:20][C:21](S(C)=O)=[N:22]3)=[CH:17][CH:16]=2)[CH:10]=1)(=[O:8])=[O:7])([CH3:4])([CH3:3])[CH3:2].[NH2:27][C:28]1[CH:37]=[CH:36][C:31]2[NH:32][C:33](=[O:35])[NH:34][C:30]=2[CH:29]=1.